Dataset: Experimentally validated miRNA-target interactions with 360,000+ pairs, plus equal number of negative samples. Task: Binary Classification. Given a miRNA mature sequence and a target amino acid sequence, predict their likelihood of interaction. The miRNA is hsa-miR-4684-5p with sequence CUCUCUACUGACUUGCAACAUA. The protein sequence of the target gene is MRRESDCAEEKAPAKGEGGAEGTVRARKRKADVATFLQDPDEEIAKIEMSRKKQYENQLSWNNINKDPHMLIPTPDKDDDPVGVDYSHFIHLNVASTRSSPLPILGWANRDDVWKNMINKEETYVRDKLYMQRHPLLQPKMRTILLDWLMEVCEVYKLYRETFYLAQDFFDRFMATQQNVVKTLLQLIGISSLFIAAKLEEIYPPKLHQFAYVTDGACTEDEILSMELIIMKALNWNLNPLTVVSWLNIYMQVAYLNELYEVLLPQYPQQIFVQIAELLDLCVLDIGCLEYTYGVLAASA.... Result: 0 (no interaction).